Dataset: Full USPTO retrosynthesis dataset with 1.9M reactions from patents (1976-2016). Task: Predict the reactants needed to synthesize the given product. (1) Given the product [OH:4][CH:5]1[CH2:6][CH:7]([C:9]([NH:10][C:11]2[CH:16]=[C:15]([O:17][C:18]3[CH:23]=[CH:22][C:21]([NH:24][C:25]([C:27]4[C:28](=[O:40])[N:29]([C:34]5[CH:35]=[CH:36][CH:37]=[CH:38][CH:39]=5)[N:30]([CH3:33])[C:31]=4[CH3:32])=[O:26])=[N:20][CH:19]=3)[CH:14]=[CH:13][N:12]=2)=[O:41])[CH2:8]1, predict the reactants needed to synthesize it. The reactants are: C([O:4][CH:5]1[CH2:8][CH:7]([C:9](=[O:41])[NH:10][C:11]2[CH:16]=[C:15]([O:17][C:18]3[CH:19]=[N:20][C:21]([NH:24][C:25]([C:27]4[C:28](=[O:40])[N:29]([C:34]5[CH:39]=[CH:38][CH:37]=[CH:36][CH:35]=5)[N:30]([CH3:33])[C:31]=4[CH3:32])=[O:26])=[CH:22][CH:23]=3)[CH:14]=[CH:13][N:12]=2)[CH2:6]1)(=O)C.[OH-].[Na+]. (2) Given the product [C:1]([NH:9][C:10]1[S:11][CH2:12][C@@H:13]2[CH2:19][C@H:18]([C:20]([NH:22][NH:37][C:39]([O:41][C:42]([CH3:45])([CH3:44])[CH3:43])=[O:40])=[O:21])[O:17][CH2:16][C@:14]2([C:29]2[CH:34]=[CH:33][C:32]([F:35])=[CH:31][C:30]=2[F:36])[N:15]=1)(=[O:8])[C:2]1[CH:7]=[CH:6][CH:5]=[CH:4][CH:3]=1, predict the reactants needed to synthesize it. The reactants are: [C:1]([NH:9][C:10]1[S:11][CH2:12][C@@H:13]2[CH2:19][C@H:18]([C:20]([NH:22]CC(OC)OC)=[O:21])[O:17][CH2:16][C@:14]2([C:29]2[CH:34]=[CH:33][C:32]([F:35])=[CH:31][C:30]=2[F:36])[N:15]=1)(=[O:8])[C:2]1[CH:7]=[CH:6][CH:5]=[CH:4][CH:3]=1.[NH:37]([C:39]([O:41][C:42]([CH3:45])([CH3:44])[CH3:43])=[O:40])N. (3) Given the product [C:18]1([NH:16][CH2:9][C:10]2[CH:15]=[CH:14][CH:13]=[CH:12][CH:11]=2)[C:27]2[C:22](=[CH:23][CH:24]=[CH:25][CH:26]=2)[CH:21]=[CH:20][CH:19]=1, predict the reactants needed to synthesize it. The reactants are: [O-]P([O-])([O-])=O.[K+].[K+].[K+].[CH2:9]([NH2:16])[C:10]1[CH:15]=[CH:14][CH:13]=[CH:12][CH:11]=1.I[C:18]1[C:27]2[C:22](=[CH:23][CH:24]=[CH:25][CH:26]=2)[CH:21]=[CH:20][CH:19]=1.C(O)CO.